From a dataset of Full USPTO retrosynthesis dataset with 1.9M reactions from patents (1976-2016). Predict the reactants needed to synthesize the given product. (1) Given the product [C:23]([NH:1][C:2]1[NH:3][C:4](=[O:22])[C:5]2[N:11]=[C:10]([C:12]3[CH:17]=[CH:16][C:15]([O:18][CH3:19])=[C:14]([O:20][CH3:21])[CH:13]=3)[CH:9]=[CH:8][C:6]=2[N:7]=1)(=[O:25])[CH3:24], predict the reactants needed to synthesize it. The reactants are: [NH2:1][C:2]1[NH:3][C:4](=[O:22])[C:5]2[N:11]=[C:10]([C:12]3[CH:17]=[CH:16][C:15]([O:18][CH3:19])=[C:14]([O:20][CH3:21])[CH:13]=3)[CH:9]=[CH:8][C:6]=2[N:7]=1.[C:23](O)(=[O:25])[CH3:24]. (2) Given the product [F:1][C:2]1[CH:7]=[CH:6][C:5]([C:8]2([CH2:14][CH2:15][C:16]3[O:17][C:26]4[CH2:25][CH2:24][C:23]5[C:28](=[CH:29][CH:30]=[C:21]([CH:19]=[CH2:20])[CH:22]=5)[C:27]=4[N:31]=3)[CH2:13][CH2:12][CH2:11][CH2:10][CH2:9]2)=[CH:4][CH:3]=1, predict the reactants needed to synthesize it. The reactants are: [F:1][C:2]1[CH:7]=[CH:6][C:5]([C:8]2([CH2:14][CH2:15][C:16](Cl)=[O:17])[CH2:13][CH2:12][CH2:11][CH2:10][CH2:9]2)=[CH:4][CH:3]=1.[CH:19]([C:21]1[CH:22]=[C:23]2[C:28](=[CH:29][CH:30]=1)/[C:27](=[N:31]/O)/[CH2:26][CH2:25][CH2:24]2)=[CH2:20]. (3) Given the product [CH2:23]([O:25][C:26]([C:28]1[C:36]2[C:31](=[CH:32][CH:33]=[CH:34][CH:35]=2)[N:30]([C:2]2[CH:3]=[N:4][CH:5]=[C:6]([C@@H:8]3[CH2:12][CH2:11][CH2:10][N:9]3[C@@H:13]([C:15]3[CH:20]=[CH:19][C:18]([O:21][CH3:22])=[CH:17][CH:16]=3)[CH3:14])[CH:7]=2)[CH:29]=1)=[O:27])[CH3:24], predict the reactants needed to synthesize it. The reactants are: Br[C:2]1[CH:3]=[N:4][CH:5]=[C:6]([C@@H:8]2[CH2:12][CH2:11][CH2:10][N:9]2[C@@H:13]([C:15]2[CH:20]=[CH:19][C:18]([O:21][CH3:22])=[CH:17][CH:16]=2)[CH3:14])[CH:7]=1.[CH2:23]([O:25][C:26]([C:28]1[C:36]2[C:31](=[CH:32][CH:33]=[CH:34][CH:35]=2)[NH:30][CH:29]=1)=[O:27])[CH3:24].[O-]P([O-])([O-])=O.[K+].[K+].[K+].CN[C@H]1CCCC[C@@H]1NC. (4) Given the product [CH:1]1([O:4][C:5]2[CH:6]=[C:7]([C:15]3[NH:24][C:18]4[CH:19]=[N:20][NH:21][C:22](=[O:23])[C:17]=4[C:16]=3[C:33]3[CH:38]=[CH:37][CH:36]=[CH:35][CH:34]=3)[CH:8]=[CH:9][C:10]=2[O:11][CH:12]([F:13])[F:14])[CH2:3][CH2:2]1, predict the reactants needed to synthesize it. The reactants are: [CH:1]1([O:4][C:5]2[CH:6]=[C:7]([C:15]3[N:24](COCC[Si](C)(C)C)[C:18]4[CH:19]=[N:20][NH:21][C:22](=[O:23])[C:17]=4[C:16]=3[C:33]3[CH:38]=[CH:37][CH:36]=[CH:35][CH:34]=3)[CH:8]=[CH:9][C:10]=2[O:11][CH:12]([F:14])[F:13])[CH2:3][CH2:2]1.C1(OC2C=C(C3N(COCC[Si](C)(C)C)C4C=NNC(=O)C=4C=3)C=CC=2OC(F)F)CC1. (5) Given the product [CH:1]([C:4]1[N:5]=[C:6]([CH2:9][CH2:10][C:11]2[CH:16]=[CH:15][N:14]3[C:31](=[O:32])[C:30]([C:29]4[N:25]([CH2:24][C:23]5[CH:41]=[CH:42][C:20]([O:19][CH3:18])=[CH:21][CH:22]=5)[N:26]=[N:27][N:28]=4)=[C:36]([OH:37])[N:17]=[C:13]3[CH:12]=2)[S:7][CH:8]=1)([CH3:3])[CH3:2], predict the reactants needed to synthesize it. The reactants are: [CH:1]([C:4]1[N:5]=[C:6]([CH2:9][CH2:10][C:11]2[CH:16]=[CH:15][N:14]=[C:13]([NH2:17])[CH:12]=2)[S:7][CH:8]=1)([CH3:3])[CH3:2].[CH3:18][O:19][C:20]1[CH:42]=[CH:41][C:23]([CH2:24][N:25]2[C:29]([CH:30]([C:36](OCC)=[O:37])[C:31](OCC)=[O:32])=[N:28][N:27]=[N:26]2)=[CH:22][CH:21]=1.